Dataset: Forward reaction prediction with 1.9M reactions from USPTO patents (1976-2016). Task: Predict the product of the given reaction. (1) Given the reactants [F:1][C:2]1[C:7]2[C:8]([C:18](=[O:21])[NH:19][CH3:20])=[C:9]([C:11]3[CH:16]=[CH:15][C:14]([F:17])=[CH:13][CH:12]=3)[O:10][C:6]=2[CH:5]=[CH:4][C:3]=1[C:22]1[C:23]([CH3:33])=[CH:24][C:25]([O:31][CH3:32])=[C:26]([CH:30]=1)[C:27]([OH:29])=O.CCN(C(C)C)C(C)C.[N:43]1[C:52]2[C:47](=[CH:48][N:49]=[CH:50][CH:51]=2)[CH:46]=[CH:45][C:44]=1[C:53]1([NH2:56])[CH2:55][CH2:54]1.CN(C(ON1N=NC2C=CC=NC1=2)=[N+](C)C)C.F[P-](F)(F)(F)(F)F, predict the reaction product. The product is: [N:43]1[C:52]2[C:47](=[CH:48][N:49]=[CH:50][CH:51]=2)[CH:46]=[CH:45][C:44]=1[C:53]1([NH:56][C:27]([C:26]2[C:25]([O:31][CH3:32])=[CH:24][C:23]([CH3:33])=[C:22]([C:3]3[CH:4]=[CH:5][C:6]4[O:10][C:9]([C:11]5[CH:12]=[CH:13][C:14]([F:17])=[CH:15][CH:16]=5)=[C:8]([C:18]([NH:19][CH3:20])=[O:21])[C:7]=4[C:2]=3[F:1])[CH:30]=2)=[O:29])[CH2:54][CH2:55]1. (2) Given the reactants [Cl:1][C:2]1[CH:3]=[C:4]([N:8]2[C:12]([C:13]3[CH:14]=[N:15][C:16]([F:20])=[C:17]([Cl:19])[CH:18]=3)=[CH:11][C:10]([C:21]([OH:23])=O)=[N:9]2)[CH:5]=[CH:6][CH:7]=1.ClC1C=C(C2N(C3C=CC=CN=3)N=C(C([N:45]3[CH2:49][C:48](=[O:50])[NH:47][CH2:46]3)=O)C=2)C=C(F)C=1.Cl.N1C=CNC1=O, predict the reaction product. The product is: [Cl:19][C:17]1[CH:18]=[C:13]([C:12]2[N:8]([C:4]3[CH:5]=[CH:6][CH:7]=[C:2]([Cl:1])[CH:3]=3)[N:9]=[C:10]([C:21]([N:45]3[CH2:49][C:48](=[O:50])[NH:47][CH2:46]3)=[O:23])[CH:11]=2)[CH:14]=[N:15][C:16]=1[F:20]. (3) Given the reactants [OH:1][C@:2]1([CH3:35])[CH2:6][O:5][N:4]([C:7]([C:9]2[C:17]3[C:16](=[O:18])[N:15]([CH3:19])[C:14](=[O:20])[N:13]([CH:21]([CH3:23])[CH3:22])[C:12]=3[S:11][C:10]=2[CH2:24][C:25]2[C:26]([C:31]([F:34])([F:33])[F:32])=[N:27][NH:28][C:29]=2[CH3:30])=[O:8])[CH2:3]1.Cl.C[C@]1(O)CONC1.[N+](C1C=C(S(OC[C@@]2(C)CO2)(=O)=O)C=CC=1)([O-])=O.F[P-](F)(F)(F)(F)F.N1(OC(N(C)C)=[N+](C)C)C2N=CC=CC=2N=N1, predict the reaction product. The product is: [OH:1][C@@:2]1([CH3:35])[CH2:6][O:5][N:4]([C:7]([C:9]2[C:17]3[C:16](=[O:18])[N:15]([CH3:19])[C:14](=[O:20])[N:13]([CH:21]([CH3:22])[CH3:23])[C:12]=3[S:11][C:10]=2[CH2:24][C:25]2[C:26]([C:31]([F:32])([F:33])[F:34])=[N:27][NH:28][C:29]=2[CH3:30])=[O:8])[CH2:3]1. (4) Given the reactants [CH:1]1([C:7]2[C:8]3[CH:9]=[CH:10][C:11]([C:27]([O:29][CH3:30])=[O:28])=[CH:12][C:13]=3[N:14]3[C:21]=2[C:20]2[CH:22]=[CH:23][CH:24]=[CH:25][C:19]=2[O:18][CH2:17][C:16](=O)[CH2:15]3)[CH2:6][CH2:5][CH2:4][CH2:3][CH2:2]1.[N:31]1([CH2:36][CH2:37][NH2:38])[CH2:35][CH2:34][CH2:33][CH2:32]1.CC(O)=O.C(O[BH-](OC(=O)C)OC(=O)C)(=O)C.[Na+].C([O-])(O)=O.[Na+], predict the reaction product. The product is: [CH:1]1([C:7]2[C:8]3[CH:9]=[CH:10][C:11]([C:27]([O:29][CH3:30])=[O:28])=[CH:12][C:13]=3[N:14]3[C:21]=2[C:20]2[CH:22]=[CH:23][CH:24]=[CH:25][C:19]=2[O:18][CH2:17][CH:16]([NH:38][CH2:37][CH2:36][N:31]2[CH2:35][CH2:34][CH2:33][CH2:32]2)[CH2:15]3)[CH2:6][CH2:5][CH2:4][CH2:3][CH2:2]1. (5) Given the reactants C(OC(=O)[NH:7][CH2:8][C:9]1[CH:18]=[CH:17][CH:16]=[C:15]2[C:10]=1[C:11](=[O:28])[N:12]([CH:20]1[CH2:25][CH2:24][C:23](=[O:26])[NH:22][C:21]1=[O:27])[C:13]([CH3:19])=[N:14]2)(C)(C)C.[ClH:30], predict the reaction product. The product is: [ClH:30].[NH2:7][CH2:8][C:9]1[CH:18]=[CH:17][CH:16]=[C:15]2[C:10]=1[C:11](=[O:28])[N:12]([CH:20]1[CH2:25][CH2:24][C:23](=[O:26])[NH:22][C:21]1=[O:27])[C:13]([CH3:19])=[N:14]2. (6) Given the reactants [CH2:1]=[CH:2][C:3]1[CH:8]=[CH:7][CH:6]=[CH:5][CH:4]=1.[C:9](OCCCCCC)(=O)C(C)=C.C([C:23]1[CH:24]=[C:25]([CH:29]=[CH:30][CH:31]=1)[C:26]([OH:28])=O)=C.C(OCCOC(=O)C(C)=C)(=O)C(C)=C, predict the reaction product. The product is: [CH3:9][CH:26]([OH:28])[CH2:25][CH2:29][CH2:30][CH2:31][CH2:23][CH2:24][CH2:4][CH2:5][CH2:6][CH2:7][CH2:8][CH2:3][CH2:2][CH3:1]. (7) Given the reactants [Cl-].[Cl-].[Cl-].[Al+3].[CH2:5]([N:8]1[CH2:14][CH2:13][C:12]2[CH:15]=[CH:16][CH:17]=[CH:18][C:11]=2[CH2:10][CH2:9]1)[CH2:6][CH3:7].[C:19](Cl)(=[O:23])C(Cl)=O.[CH3:25][OH:26], predict the reaction product. The product is: [CH2:5]([N:8]1[CH2:9][CH2:10][C:11]2[CH:18]=[CH:17][C:16]([C:25]([O:23][CH3:19])=[O:26])=[CH:15][C:12]=2[CH2:13][CH2:14]1)[CH2:6][CH3:7].